From a dataset of Catalyst prediction with 721,799 reactions and 888 catalyst types from USPTO. Predict which catalyst facilitates the given reaction. (1) Reactant: [F:1][C:2]1[CH:19]=[CH:18][CH:17]=[C:16]([F:20])[C:3]=1[CH2:4][N:5]1[CH:10]=[C:9]([N+:11]([O-:13])=[O:12])[C:8](=[O:14])[NH:7][C:6]1=[O:15].[C:21]([O:25][C:26](=[O:37])[NH:27][C@H:28]([C:31]1[CH:36]=[CH:35][CH:34]=[CH:33][CH:32]=1)[CH2:29]O)([CH3:24])([CH3:23])[CH3:22].C1(P(C2C=CC=CC=2)C2C=CC=CC=2)C=CC=CC=1.N(C(OCC)=O)=NC(OCC)=O. Product: [C:21]([O:25][C:26](=[O:37])[NH:27][C@H:28]([C:31]1[CH:32]=[CH:33][CH:34]=[CH:35][CH:36]=1)[CH2:29][N:7]1[C:8](=[O:14])[C:9]([N+:11]([O-:13])=[O:12])=[CH:10][N:5]([CH2:4][C:3]2[C:2]([F:1])=[CH:19][CH:18]=[CH:17][C:16]=2[F:20])[C:6]1=[O:15])([CH3:22])([CH3:23])[CH3:24]. The catalyst class is: 7. (2) Reactant: Cl[C:2]1[N:11]=[C:10]([NH:12][C:13]2[NH:14][N:15]=[C:16]([CH3:18])[CH:17]=2)[C:9]2[C:4](=[CH:5][CH:6]=[CH:7][CH:8]=2)[N:3]=1.[Cl:19][C:20]1[CH:21]=[C:22]([CH:24]=[CH:25][CH:26]=1)[NH2:23].C([O-])([O-])=O.[K+].[K+]. Product: [Cl:19][C:20]1[CH:21]=[C:22]([NH:23][C:2]2[N:11]=[C:10]([NH:12][C:13]3[NH:14][N:15]=[C:16]([CH3:18])[CH:17]=3)[C:9]3[C:4](=[CH:5][CH:6]=[CH:7][CH:8]=3)[N:3]=2)[CH:24]=[CH:25][CH:26]=1. The catalyst class is: 107.